This data is from Forward reaction prediction with 1.9M reactions from USPTO patents (1976-2016). The task is: Predict the product of the given reaction. (1) Given the reactants [Br-:1].[Br-].[Br-].C1([N+](C)(C)C)C=CC=CC=1.C1([N+](C)(C)C)C=CC=CC=1.C1([N+](C)(C)C)C=CC=CC=1.[CH2:34]([O:36][C:37](=[O:47])[CH2:38][CH2:39][C:40](=[O:46])[C:41]1[S:42][CH:43]=[CH:44][N:45]=1)[CH3:35].C([O-])(O)=O.[Na+], predict the reaction product. The product is: [CH2:34]([O:36][C:37](=[O:47])[CH2:38][CH:39]([Br:1])[C:40](=[O:46])[C:41]1[S:42][CH:43]=[CH:44][N:45]=1)[CH3:35]. (2) Given the reactants Br[C:2]1[N:3]([CH:18]([CH3:20])[CH3:19])[C:4]2[C:9]([C:10]=1[C:11]1[CH:16]=[CH:15][C:14]([F:17])=[CH:13][CH:12]=1)=[CH:8][CH:7]=[CH:6][CH:5]=2.C([O-])(=O)C.[Na+].[CH3:26][O:27][N:28]([CH3:33])[C:29](=[O:32])[CH:30]=[CH2:31], predict the reaction product. The product is: [F:17][C:14]1[CH:15]=[CH:16][C:11]([C:10]2[C:9]3[C:4](=[CH:5][CH:6]=[CH:7][CH:8]=3)[N:3]([CH:18]([CH3:20])[CH3:19])[C:2]=2/[CH:31]=[CH:30]/[C:29]([N:28]([O:27][CH3:26])[CH3:33])=[O:32])=[CH:12][CH:13]=1. (3) Given the reactants [S:1]1[C:5]2[CH:6]=[CH:7][CH:8]=[CH:9][C:4]=2[N:3]=[C:2]1[O:10][C:11]1[CH:22]=[CH:21][C:14]2[C:15]([CH2:18][CH2:19][OH:20])=[CH:16][O:17][C:13]=2[CH:12]=1.CCN(C(C)C)C(C)C.[O:32](S(C)(=O)=O)[S:33]([CH3:36])(=O)=[O:34], predict the reaction product. The product is: [S:1]1[C:5]2[CH:6]=[CH:7][CH:8]=[CH:9][C:4]=2[N:3]=[C:2]1[O:10][C:11]1[CH:22]=[CH:21][C:14]2[C:15]([CH2:18][CH2:19][O:20][S:33]([CH3:36])(=[O:34])=[O:32])=[CH:16][O:17][C:13]=2[CH:12]=1. (4) Given the reactants ON1C2C=CC=CC=2N=N1.Cl.[CH3:12][N:13](C)[CH2:14]CCN=C=NCC.[CH2:23]([C:26]1[C:35]2[O:34][CH2:33][C:32]3=[C:36]([C:39]([OH:41])=O)[N:37]=[CH:38][N:31]3[C:30]=2[CH:29]=[CH:28][CH:27]=1)[CH:24]=[CH2:25].CNC, predict the reaction product. The product is: [CH3:12][N:13]([CH3:14])[C:39]([C:36]1[N:37]=[CH:38][N:31]2[C:30]3[CH:29]=[CH:28][CH:27]=[C:26]([CH2:23][CH:24]=[CH2:25])[C:35]=3[O:34][CH2:33][C:32]=12)=[O:41]. (5) Given the reactants CC([CH2:5][N:6]([CH2:10][CH2:11][NH:12][C:13]1[N:14]=[C:15]([C:32]2[CH:37]=[C:36]([C:38]([NH:40][C:41]3[CH:46]=[CH:45][C:44]([F:47])=[CH:43][CH:42]=3)=[O:39])[CH:35]=[CH:34][C:33]=2[CH3:48])[C:16]2[CH2:21][NH:20][C:19](=[O:22])[N:18]([C:23]3[C:28]([F:29])=[CH:27][CH:26]=[CH:25][C:24]=3[F:30])[C:17]=2[N:31]=1)C(=O)[O-])(C)C.C(O)(C(F)(F)F)=O, predict the reaction product. The product is: [F:29][C:28]1[CH:27]=[CH:26][CH:25]=[C:24]([F:30])[C:23]=1[N:18]1[C:17]2[N:31]=[C:13]([NH:12][CH2:11][CH2:10][NH:6][CH3:5])[N:14]=[C:15]([C:32]3[CH:37]=[C:36]([CH:35]=[CH:34][C:33]=3[CH3:48])[C:38]([NH:40][C:41]3[CH:42]=[CH:43][C:44]([F:47])=[CH:45][CH:46]=3)=[O:39])[C:16]=2[CH2:21][NH:20][C:19]1=[O:22]. (6) The product is: [CH2:20]([C:16]1[CH:15]=[CH:14][CH:13]=[C:12]2[C:17]=1[CH:18]=[CH:19][C:10]1[N:11]2[CH:23]=[N:1][C:4]=1[C:5]([O:7][CH2:8][CH3:9])=[O:6])[CH:21]=[CH2:22]. Given the reactants [N+:1]([CH:4]([C:10]1[CH:19]=[CH:18][C:17]2[C:12](=[CH:13][CH:14]=[CH:15][C:16]=2[CH2:20][CH:21]=[CH2:22])[N:11]=1)[C:5]([O:7][CH2:8][CH3:9])=[O:6])([O-])=O.[C:23](O)(=O)C, predict the reaction product. (7) Given the reactants [Cl:1][C:2]1[CH:3]=[CH:4][C:5]2[NH:11][C:10](=[O:12])[C@@H:9]([CH2:13][C:14]([NH2:16])=O)[S:8][C@H:7]([C:17]3[CH:22]=[CH:21][CH:20]=[C:19]([O:23][CH3:24])[C:18]=3[O:25][CH3:26])[C:6]=2[CH:27]=1.COC1C=CC(P2(SP(C3C=CC(OC)=CC=3)(=S)S2)=[S:37])=CC=1, predict the reaction product. The product is: [Cl:1][C:2]1[CH:3]=[CH:4][C:5]2[NH:11][C:10](=[O:12])[C@@H:9]([CH2:13][C:14](=[S:37])[NH2:16])[S:8][C@H:7]([C:17]3[CH:22]=[CH:21][CH:20]=[C:19]([O:23][CH3:24])[C:18]=3[O:25][CH3:26])[C:6]=2[CH:27]=1.